This data is from Forward reaction prediction with 1.9M reactions from USPTO patents (1976-2016). The task is: Predict the product of the given reaction. (1) Given the reactants [Cl:1][C:2]1[CH:7]=[CH:6][C:5]([I:8])=[CH:4][C:3]=1[C:9]([C:11]1[CH:16]=[CH:15][C:14]([O:17][CH2:18][CH3:19])=[CH:13][CH:12]=1)=O.C(#N)C.C([SiH](CC)CC)C.C(=O)(O)[O-].[Na+], predict the reaction product. The product is: [Cl:1][C:2]1[CH:7]=[CH:6][C:5]([I:8])=[CH:4][C:3]=1[CH2:9][C:11]1[CH:16]=[CH:15][C:14]([O:17][CH2:18][CH3:19])=[CH:13][CH:12]=1. (2) Given the reactants [NH2:1][CH2:2][C:3]1[S:4][C:5]2[CH:11]=[CH:10][C:9]([NH:12][C:13](=[O:24])[C:14]3[CH:19]=[CH:18][C:17]([C:20]([CH3:23])([CH3:22])[CH3:21])=[CH:16][CH:15]=3)=[CH:8][C:6]=2[N:7]=1.[C:25](Cl)(=[O:27])[CH3:26].CCN(CC)CC, predict the reaction product. The product is: [C:25]([NH:1][CH2:2][C:3]1[S:4][C:5]2[CH:11]=[CH:10][C:9]([NH:12][C:13](=[O:24])[C:14]3[CH:15]=[CH:16][C:17]([C:20]([CH3:21])([CH3:23])[CH3:22])=[CH:18][CH:19]=3)=[CH:8][C:6]=2[N:7]=1)(=[O:27])[CH3:26]. (3) Given the reactants [NH2:1][C:2]1[CH:23]=[CH:22][C:5]([C:6]([NH:8][CH:9]2[CH2:14][CH2:13][N:12]([CH2:15][C:16]3[CH:21]=[CH:20][CH:19]=[CH:18][CH:17]=3)[CH2:11][CH2:10]2)=[O:7])=[C:4]([O:24][CH3:25])[CH:3]=1.[CH3:26][O-].[Na+].C=O.[BH4-].[Na+], predict the reaction product. The product is: [CH2:15]([N:12]1[CH2:11][CH2:10][CH:9]([NH:8][C:6](=[O:7])[C:5]2[CH:22]=[CH:23][C:2]([NH:1][CH3:26])=[CH:3][C:4]=2[O:24][CH3:25])[CH2:14][CH2:13]1)[C:16]1[CH:17]=[CH:18][CH:19]=[CH:20][CH:21]=1. (4) Given the reactants Cl.[NH2:2][C:3]1[C:8]([O:9][CH3:10])=[CH:7][C:6]([O:11][CH3:12])=[CH:5][C:4]=1[OH:13].F[C:15]1[CH:20]=[CH:19][C:18]([N+:21]([O-:23])=[O:22])=[CH:17][C:16]=1[N+:24]([O-:26])=[O:25].C([O-])(=O)C.[Na+], predict the reaction product. The product is: [N+:21]([C:18]1[CH:17]=[C:16]([N+:24]([O-:26])=[O:25])[CH:15]=[CH:20][C:19]=1[NH:2][C:3]1[C:8]([O:9][CH3:10])=[CH:7][C:6]([O:11][CH3:12])=[CH:5][C:4]=1[OH:13])([O-:23])=[O:22]. (5) Given the reactants Cl.[CH3:2][O:3][C:4]1[N:5]=[C:6]2[C:11](=[CH:12][CH:13]=1)[N:10]=[CH:9][CH:8]=[C:7]2[C:14]1[CH:19]=[CH:18][C:17]([CH2:20][CH2:21][NH2:22])=[CH:16][CH:15]=1.C(N(CC)CC)C.[O:30]=[C:31]1[NH:36][C:35]2[CH:37]=[C:38]([S:41](Cl)(=[O:43])=[O:42])[CH:39]=[CH:40][C:34]=2[S:33][CH2:32]1, predict the reaction product. The product is: [CH3:2][O:3][C:4]1[N:5]=[C:6]2[C:11](=[CH:12][CH:13]=1)[N:10]=[CH:9][CH:8]=[C:7]2[C:14]1[CH:19]=[CH:18][C:17]([CH2:20][CH2:21][NH:22][S:41]([C:38]2[CH:39]=[CH:40][C:34]3[S:33][CH2:32][C:31](=[O:30])[NH:36][C:35]=3[CH:37]=2)(=[O:43])=[O:42])=[CH:16][CH:15]=1. (6) Given the reactants [CH2:1](S(C1N(C2C=CC=CC=2)N=NN=1)(=O)=O)[CH3:2].C[Si](C)(C)N[Si](C)(C)C.[K].[CH:27]([CH2:29][CH2:30][C@H:31]1[CH2:36][CH2:35][C@H:34]([NH:37][C:38](=[O:44])[O:39][C:40]([CH3:43])([CH3:42])[CH3:41])[CH2:33][CH2:32]1)=O.O, predict the reaction product. The product is: [CH2:30]([C@H:31]1[CH2:36][CH2:35][C@H:34]([NH:37][C:38](=[O:44])[O:39][C:40]([CH3:43])([CH3:42])[CH3:41])[CH2:33][CH2:32]1)[CH2:29]/[CH:27]=[CH:1]/[CH3:2]. (7) Given the reactants [CH3:1][CH:2]([CH3:9])[CH2:3][C:4](=O)[CH2:5][C:6]#[N:7].C(O)(=O)C.C([O-])(=O)C.[NH4+:18], predict the reaction product. The product is: [NH2:18][C:4]([CH2:3][CH:2]([CH3:9])[CH3:1])=[CH:5][C:6]#[N:7]. (8) Given the reactants [CH3:1][O:2][C:3]1[CH:4]=[C:5]2[C:10](=[CH:11][C:12]=1[O:13][CH3:14])[N:9]=[CH:8][N:7]=[C:6]2[O:15][C:16]1[CH:22]=[CH:21][C:19]([NH2:20])=[CH:18][CH:17]=1.ClC(Cl)(O[C:27](=[O:33])OC(Cl)(Cl)Cl)Cl.[CH2:35]([N:42]1[CH2:46][CH2:45][C@@H:44]([NH2:47])[CH2:43]1)[C:36]1[CH:41]=[CH:40][CH:39]=[CH:38][CH:37]=1.C(=O)([O-])O.[Na+], predict the reaction product. The product is: [CH2:35]([N:42]1[CH2:46][CH2:45][C@@H:44]([NH:47][C:27]([NH:20][C:19]2[CH:21]=[CH:22][C:16]([O:15][C:6]3[C:5]4[C:10](=[CH:11][C:12]([O:13][CH3:14])=[C:3]([O:2][CH3:1])[CH:4]=4)[N:9]=[CH:8][N:7]=3)=[CH:17][CH:18]=2)=[O:33])[CH2:43]1)[C:36]1[CH:37]=[CH:38][CH:39]=[CH:40][CH:41]=1.